This data is from Catalyst prediction with 721,799 reactions and 888 catalyst types from USPTO. The task is: Predict which catalyst facilitates the given reaction. (1) Reactant: [C:1]([C:4]1([CH3:26])[C:9]([NH2:10])=[CH:8][C:7]([C:11](N2C3C(=CC=CC=3)C(C)CC2(C)C)=[O:12])=[CH:6][CH2:5]1)(=[O:3])[CH3:2].[C:27]1([C:36]2[CH:41]=[CH:40][CH:39]=[CH:38][CH:37]=2)[CH:32]=[CH:31][C:30]([C:33](Cl)=[O:34])=[CH:29][CH:28]=1.[CH:42]([N:45](CC)[CH:46]([CH3:48])[CH3:47])([CH3:44])[CH3:43]. Product: [C:1]([C:4]1([CH3:26])[C:9]([NH:10][C:33](=[O:34])[C:30]2[CH:31]=[CH:32][C:27]([C:36]3[CH:41]=[CH:40][CH:39]=[CH:38][CH:37]=3)=[CH:28][CH:29]=2)=[CH:8][CH:7]([C:11]([C:5]2[C:42]([CH3:43])([CH3:44])[NH:45][C:46]3[C:47]([C:6]=2[CH3:7])=[CH:4][CH:1]=[CH:2][CH:48]=3)=[O:12])[CH2:6][CH2:5]1)(=[O:3])[CH3:2]. The catalyst class is: 7. (2) Reactant: [CH3:1][O:2][C:3](=[O:33])[C:4]1[CH:9]=[C:8]([O:10][C:11]2[CH:16]=[CH:15][C:14]([NH2:17])=[C:13]([O:18][CH2:19][CH2:20][CH3:21])[CH:12]=2)[CH:7]=[CH:6][C:5]=1[NH:22][S:23]([C:26]1[CH:31]=[CH:30][C:29]([CH3:32])=[CH:28][CH:27]=1)(=[O:25])=[O:24].[C:34]1([CH3:44])[CH:39]=[CH:38][C:37]([S:40](Cl)(=[O:42])=[O:41])=[CH:36][CH:35]=1.N1C=CC=CC=1. Product: [CH3:1][O:2][C:3](=[O:33])[C:4]1[CH:9]=[C:8]([O:10][C:11]2[CH:16]=[CH:15][C:14]([NH:17][S:40]([C:37]3[CH:38]=[CH:39][C:34]([CH3:44])=[CH:35][CH:36]=3)(=[O:42])=[O:41])=[C:13]([O:18][CH2:19][CH2:20][CH3:21])[CH:12]=2)[CH:7]=[CH:6][C:5]=1[NH:22][S:23]([C:26]1[CH:27]=[CH:28][C:29]([CH3:32])=[CH:30][CH:31]=1)(=[O:25])=[O:24]. The catalyst class is: 4. (3) Reactant: [Br:1][C:2]1[CH:8]=[CH:7][C:5]([NH2:6])=[C:4]([F:9])[CH:3]=1.C(C([CH2:19][CH3:20])(CC)C([O-])([O-])[O-])C.[N-:21]=[N+:22]=[N-:23].[Na+]. Product: [Br:1][C:2]1[CH:8]=[CH:7][C:5]([N:6]2[C:19]([CH3:20])=[N:23][N:22]=[N:21]2)=[C:4]([F:9])[CH:3]=1. The catalyst class is: 15. (4) Reactant: CN(C)CCNC.[CH2:8]([Li])[CH2:9][CH2:10]C.[F:13][C:14]([F:24])([F:23])[C:15]1[CH:22]=[CH:21][C:18]([CH:19]=[O:20])=[CH:17][CH:16]=1.C(C=C)=[O:26]. Product: [F:13][C:14]([F:23])([F:24])[C:15]1[CH:22]=[CH:21][C:18]2[CH:19]([OH:26])[O:20][CH:8]([CH:9]=[CH2:10])[C:17]=2[CH:16]=1. The catalyst class is: 188. (5) Reactant: [CH2:1]1[C@@H:5]2[CH2:6][NH:7][CH2:8][C@@H:4]2[CH2:3][N:2]1[C:9]1[N:14]=[N:13][C:12]([C:15]2[CH:20]=[CH:19][C:18]([C:21]3[CH:22]=[N:23][NH:24][CH:25]=3)=[CH:17][C:16]=2[OH:26])=[CH:11][CH:10]=1.[Si:27]([O:34][CH2:35][CH:36]=O)([C:30]([CH3:33])([CH3:32])[CH3:31])([CH3:29])[CH3:28].[Na].C(O)(=O)C. Product: [Si:27]([O:34][CH2:35][CH2:36][N:7]1[CH2:6][C@@H:5]2[CH2:1][N:2]([C:9]3[N:14]=[N:13][C:12]([C:15]4[CH:20]=[CH:19][C:18]([C:21]5[CH:22]=[N:23][NH:24][CH:25]=5)=[CH:17][C:16]=4[OH:26])=[CH:11][CH:10]=3)[CH2:3][C@@H:4]2[CH2:8]1)([C:30]([CH3:33])([CH3:32])[CH3:31])([CH3:29])[CH3:28]. The catalyst class is: 2.